Dataset: Full USPTO retrosynthesis dataset with 1.9M reactions from patents (1976-2016). Task: Predict the reactants needed to synthesize the given product. (1) Given the product [C:1]1([CH3:11])[CH:6]=[CH:5][C:4]([S:7]([O:12][CH2:13][CH2:14][N:15]2[CH2:19][C@H:18]([CH3:20])[O:17][C:16]2=[O:21])(=[O:9])=[O:8])=[CH:3][CH:2]=1, predict the reactants needed to synthesize it. The reactants are: [C:1]1([CH3:11])[CH:6]=[CH:5][C:4]([S:7](Cl)(=[O:9])=[O:8])=[CH:3][CH:2]=1.[OH:12][CH2:13][CH2:14][N:15]1[CH2:19][C@H:18]([CH3:20])[O:17][C:16]1=[O:21].Cl.C(OCC)(=O)C. (2) Given the product [CH3:13][N:4]1[C:5]2[C:10](=[CH:9][CH:8]=[CH:7][CH:6]=2)[C:11](=[O:12])[CH:2]=[N:3]1, predict the reactants needed to synthesize it. The reactants are: Br[C:2]1[C:11](=[O:12])[C:10]2[C:5](=[CH:6][CH:7]=[CH:8][CH:9]=2)[N:4]([CH3:13])[N:3]=1.C(N(CC)CC)C.